From a dataset of Forward reaction prediction with 1.9M reactions from USPTO patents (1976-2016). Predict the product of the given reaction. (1) Given the reactants [CH3:1][N:2]1[C:10]2[C:5](=[CH:6][C:7](B(O)O)=[CH:8][CH:9]=2)[CH:4]=[N:3]1.[Br:14][C:15]1[CH:20]=[CH:19][CH:18]=[C:17](Br)[N:16]=1.C(=O)([O-])[O-].[K+].[K+], predict the reaction product. The product is: [Br:14][C:15]1[N:16]=[C:17]([C:7]2[CH:6]=[C:5]3[C:10](=[CH:9][CH:8]=2)[N:2]([CH3:1])[N:3]=[CH:4]3)[CH:18]=[CH:19][CH:20]=1. (2) Given the reactants [CH:1]1([C:5]2[C:6]3[CH:27]=[CH:26][CH:25]=[CH:24][C:7]=3[CH2:8][N:9]([S:12]([C:15]3[CH:20]=[CH:19][CH:18]=[CH:17][C:16]=3[N+:21]([O-:23])=[O:22])(=[O:14])=[O:13])[CH2:10][CH:11]=2)[CH2:4][CH2:3][CH2:2]1.C[N+]1([O-])CC[O:32]CC1.Cl.[OH2:37], predict the reaction product. The product is: [CH:1]1([C:5]2([OH:32])[CH:11]([OH:37])[CH2:10][N:9]([S:12]([C:15]3[CH:20]=[CH:19][CH:18]=[CH:17][C:16]=3[N+:21]([O-:23])=[O:22])(=[O:14])=[O:13])[CH2:8][C:7]3[CH:24]=[CH:25][CH:26]=[CH:27][C:6]2=3)[CH2:2][CH2:3][CH2:4]1. (3) Given the reactants Br[C:2]1[CH:7]=[CH:6][C:5]([F:8])=[CH:4][C:3]=1[CH2:9][OH:10].C(=O)([O-])[O-].[K+].[K+].O.[NH2:18][C:19]1[N:28]=[C:27]([C:29]([N:31]2[CH2:39][C:38]3[C:33](=[CH:34][CH:35]=[CH:36][CH:37]=3)[CH2:32]2)=[O:30])[C:26]2[C:21](=[CH:22][CH:23]=[C:24](B3OC(C)(C)C(C)(C)O3)[CH:25]=2)[N:20]=1, predict the reaction product. The product is: [NH2:18][C:19]1[N:28]=[C:27]([C:29]([N:31]2[CH2:32][C:33]3[C:38](=[CH:37][CH:36]=[CH:35][CH:34]=3)[CH2:39]2)=[O:30])[C:26]2[C:21](=[CH:22][CH:23]=[C:24]([C:2]3[CH:7]=[CH:6][C:5]([F:8])=[CH:4][C:3]=3[CH2:9][OH:10])[CH:25]=2)[N:20]=1. (4) Given the reactants CN(C)C=O.[NH2:6][C:7]([C:23]1[CH:28]=[CH:27][C:26]([C:29]([O:31][CH3:32])=[O:30])=[CH:25][CH:24]=1)=[CH:8][C:9](=[O:22])[C:10]1[CH:15]=[CH:14][C:13]([O:16][CH2:17][CH2:18][CH2:19][CH2:20][CH3:21])=[CH:12][CH:11]=1.Cl.NO, predict the reaction product. The product is: [CH2:17]([O:16][C:13]1[CH:14]=[CH:15][C:10]([C:9]2[O:22][N:6]=[C:7]([C:23]3[CH:24]=[CH:25][C:26]([C:29]([O:31][CH3:32])=[O:30])=[CH:27][CH:28]=3)[CH:8]=2)=[CH:11][CH:12]=1)[CH2:18][CH2:19][CH2:20][CH3:21]. (5) Given the reactants Br[C:2]1[C:9]([C:10]#[N:11])=[C:8]([O:12][CH:13]([CH3:15])[CH3:14])[C:7]([O:16][CH:17]([CH3:19])[CH3:18])=[CH:6][C:3]=1[C:4]#[N:5].[CH3:20][C:21]1[CH:26]=[C:25]([CH3:27])[CH:24]=[CH:23][C:22]=1[OH:28], predict the reaction product. The product is: [CH3:20][C:21]1[CH:26]=[C:25]([CH3:27])[CH:24]=[CH:23][C:22]=1[O:28][C:2]1[C:9]([C:10]#[N:11])=[C:8]([O:12][CH:13]([CH3:15])[CH3:14])[C:7]([O:16][CH:17]([CH3:19])[CH3:18])=[CH:6][C:3]=1[C:4]#[N:5]. (6) Given the reactants [NH2:1][CH2:2][CH2:3][C:4]1[C:12]2[C:7](=[CH:8][CH:9]=[CH:10][CH:11]=2)[NH:6][CH:5]=1.[CH2:13]([C:17]1[CH:22]=[CH:21][C:20]([S:23](Cl)(=[O:25])=[O:24])=[CH:19][CH:18]=1)[CH2:14][CH2:15][CH3:16].[CH2:27](N(CC)CC)C, predict the reaction product. The product is: [NH:6]1[C:7]2[C:12](=[CH:11][CH:10]=[CH:9][CH:8]=2)[C:4]([CH2:3][CH2:2][NH:1][S:23]([C:20]2[CH:21]=[CH:22][C:17]([CH2:13][CH2:14][CH2:15][CH2:16][CH3:27])=[CH:18][CH:19]=2)(=[O:25])=[O:24])=[CH:5]1.